Dataset: Forward reaction prediction with 1.9M reactions from USPTO patents (1976-2016). Task: Predict the product of the given reaction. (1) Given the reactants [C:1]([O:5][C:6]([NH:8][C@H:9]1[CH2:14][CH2:13][CH2:12][CH2:11][C@H:10]1[NH:15][C:16]1[N:21]=[C:20](Cl)[C:19]2[C:23](=[O:33])[N:24]([C:26]([O:28][C:29]([CH3:32])([CH3:31])[CH3:30])=[O:27])[CH2:25][C:18]=2[C:17]=1[F:34])=[O:7])([CH3:4])([CH3:3])[CH3:2].[F:35][C:36]1[C:44]2[CH:43]=[C:42](B(O)O)[S:41][C:40]=2[CH:39]=[CH:38][CH:37]=1, predict the reaction product. The product is: [C:1]([O:5][C:6]([NH:8][C@H:9]1[CH2:14][CH2:13][CH2:12][CH2:11][C@H:10]1[NH:15][C:16]1[N:21]=[C:20]([C:42]2[S:41][C:40]3[CH:39]=[CH:38][CH:37]=[C:36]([F:35])[C:44]=3[CH:43]=2)[C:19]2[C:23](=[O:33])[N:24]([C:26]([O:28][C:29]([CH3:32])([CH3:31])[CH3:30])=[O:27])[CH2:25][C:18]=2[C:17]=1[F:34])=[O:7])([CH3:4])([CH3:3])[CH3:2]. (2) Given the reactants [F:1][C:2]1[C:7]([F:8])=[CH:6][C:5]([F:9])=[CH:4][C:3]=1[C@@H:10]([CH3:12])O.CS(Cl)(=O)=O.S([O-])(=O)(=O)C.[CH3:23][C@@H:24]1[CH2:29][NH:28][CH2:27][CH2:26][NH:25]1.CC1(C)CCCC(C)(C)N1, predict the reaction product. The product is: [CH3:23][C@H:24]1[NH:25][CH2:26][CH2:27][N:28]([C@H:10]([C:3]2[CH:4]=[C:5]([F:9])[CH:6]=[C:7]([F:8])[C:2]=2[F:1])[CH3:12])[CH2:29]1. (3) Given the reactants [C:1]1([S:7]([N:10]2[C:18]3[C:13](=[CH:14][C:15](Br)=[CH:16][CH:17]=3)[CH:12]=[C:11]2[C:20]2[CH:25]=[CH:24][CH:23]=[CH:22][CH:21]=2)(=[O:9])=[O:8])[CH:6]=[CH:5][CH:4]=[CH:3][CH:2]=1.C([Li])CCC.CN(C)[CH:33]=[O:34].[Cl-].[NH4+], predict the reaction product. The product is: [C:1]1([S:7]([N:10]2[C:18]3[C:13](=[CH:14][C:15]([CH:33]=[O:34])=[CH:16][CH:17]=3)[CH:12]=[C:11]2[C:20]2[CH:25]=[CH:24][CH:23]=[CH:22][CH:21]=2)(=[O:9])=[O:8])[CH:6]=[CH:5][CH:4]=[CH:3][CH:2]=1. (4) Given the reactants [Cl:1][C:2]1[CH:3]=[C:4]([CH2:8][C:9](Cl)=[O:10])[CH:5]=[CH:6][CH:7]=1.[NH2:12][C:13]1[S:14][C:15]2[CH:21]=[C:20]([O:22][C:23]([F:26])([F:25])[F:24])[CH:19]=[CH:18][C:16]=2[N:17]=1, predict the reaction product. The product is: [F:26][C:23]([F:24])([F:25])[O:22][C:20]1[CH:19]=[CH:18][C:16]2[N:17]=[C:13]([NH:12][C:9](=[O:10])[CH2:8][C:4]3[CH:5]=[CH:6][CH:7]=[C:2]([Cl:1])[CH:3]=3)[S:14][C:15]=2[CH:21]=1. (5) Given the reactants C(Cl)(=O)C(Cl)=O.[CH2:7]([O:14][C:15]1[CH:16]=[C:17]([CH:21]=[C:22]([O:24][CH2:25][C:26]2[CH:31]=[CH:30][CH:29]=[CH:28][CH:27]=2)[CH:23]=1)[C:18](O)=[O:19])[C:8]1[CH:13]=[CH:12][CH:11]=[CH:10][CH:9]=1.[CH3:32][N:33]1[CH:37]=[CH:36][C:35]([NH2:38])=[N:34]1, predict the reaction product. The product is: [CH3:32][N:33]1[CH:37]=[CH:36][C:35]([NH:38][C:18](=[O:19])[C:17]2[CH:16]=[C:15]([O:14][CH2:7][C:8]3[CH:9]=[CH:10][CH:11]=[CH:12][CH:13]=3)[CH:23]=[C:22]([O:24][CH2:25][C:26]3[CH:27]=[CH:28][CH:29]=[CH:30][CH:31]=3)[CH:21]=2)=[N:34]1.